This data is from Reaction yield outcomes from USPTO patents with 853,638 reactions. The task is: Predict the reaction yield, written as a fraction of the theoretical maximum amount of product (1.0 means a 100% yield; for example, 0.34 means a 34% yield). (1) The reactants are [ClH:1].C(OC(=O)[NH:8][C@H:9]1[CH2:14][CH2:13][C@@H:12]([C:15](=[O:20])[NH:16][CH:17]([CH3:19])[CH3:18])[CH2:11][CH2:10]1)(C)(C)C. The catalyst is CO. The product is [ClH:1].[NH2:8][C@@H:9]1[CH2:10][CH2:11][C@H:12]([C:15]([NH:16][CH:17]([CH3:19])[CH3:18])=[O:20])[CH2:13][CH2:14]1. The yield is 0.950. (2) The reactants are [Br:1][C:2]1[S:6][C:5]2=[C:7]([CH2:10][OH:11])[N:8]=[CH:9][N:4]2[CH:3]=1.O=O. The catalyst is C(OCC)(=O)C. The product is [Br:1][C:2]1[S:6][C:5]2=[C:7]([CH:10]=[O:11])[N:8]=[CH:9][N:4]2[CH:3]=1. The yield is 0.820. (3) The reactants are [C:1]1([CH2:11]O)[C:10]2[C:5](=[CH:6][CH:7]=[CH:8][CH:9]=2)[CH:4]=[CH:3][CH:2]=1.[C:13]([CH2:21][C:22](=[O:29])[C:23]1[CH:28]=[CH:27][CH:26]=[CH:25][CH:24]=1)(=[O:20])[C:14]1[CH:19]=[CH:18][CH:17]=[CH:16][CH:15]=1. The catalyst is C[N+]([O-])=O. The product is [C:1]1([CH2:11][CH:21]([C:22]([C:23]2[CH:28]=[CH:27][CH:26]=[CH:25][CH:24]=2)=[O:29])[C:13]([C:14]2[CH:19]=[CH:18][CH:17]=[CH:16][CH:15]=2)=[O:20])[C:10]2[C:5](=[CH:6][CH:7]=[CH:8][CH:9]=2)[CH:4]=[CH:3][CH:2]=1. The yield is 0.750. (4) The catalyst is C1COCC1. The product is [Cl:1][C:2]1[CH:3]=[CH:4][C:5]([CH2:6][NH:7][CH:8]2[C:15]3[CH:14]=[C:13]([C:16]([OH:18])=[O:17])[NH:12][C:11]=3[CH2:10][CH2:9]2)=[CH:20][CH:21]=1. The yield is 0.140. The reactants are [Cl:1][C:2]1[CH:21]=[CH:20][C:5]([CH2:6][NH:7][CH:8]2[C:15]3[CH:14]=[C:13]([C:16]([O:18]C)=[O:17])[NH:12][C:11]=3[CH2:10][CH2:9]2)=[CH:4][CH:3]=1.[OH-].[Li+].CO. (5) The reactants are [CH2:1]([NH:8][C:9]([N:11]1[C@H:16]2[CH2:17][N:18]([CH2:30][C:31]3[CH:36]=[CH:35][CH:34]=[C:33](F)[N:32]=3)[C:19](=[O:29])[C@H:20]([CH2:21][C:22]3[CH:27]=[CH:26][C:25]([OH:28])=[CH:24][CH:23]=3)[N:15]2[C:14](=[O:38])[CH2:13][N:12]1[CH2:39][CH:40]=[CH2:41])=[O:10])[C:2]1[CH:7]=[CH:6][CH:5]=[CH:4][CH:3]=1.N1C=CC=CC=1.[NH:48]1[CH2:51][CH:50]([N:52]2[CH2:57][CH2:56][N:55]([CH3:58])[CH2:54][C@@H:53]2[CH3:59])[CH2:49]1.C(C1C=CC=CC=1)C1C=CC=CC=1. The catalyst is CCCCCCC.C(OCC)C.C(OCC)(=O)C. The product is [CH2:1]([NH:8][C:9]([N:11]1[C@H:16]2[CH2:17][N:18]([CH2:30][C:31]3[CH:36]=[CH:35][CH:34]=[C:33]([N:48]4[CH2:51][CH:50]([N:52]5[CH2:57][CH2:56][N:55]([CH3:58])[CH2:54][C@@H:53]5[CH3:59])[CH2:49]4)[N:32]=3)[C:19](=[O:29])[C@H:20]([CH2:21][C:22]3[CH:27]=[CH:26][C:25]([OH:28])=[CH:24][CH:23]=3)[N:15]2[C:14](=[O:38])[CH2:13][N:12]1[CH2:39][CH:40]=[CH2:41])=[O:10])[C:2]1[CH:7]=[CH:6][CH:5]=[CH:4][CH:3]=1. The yield is 0.740. (6) The product is [Cl:15][C:16]1[CH:17]=[C:18]([NH:19][C:2]2[C:11]3[C:6](=[CH:7][N:8]=[C:9]([F:12])[CH:10]=3)[N:5]=[CH:4][C:3]=2[C:13]#[N:14])[CH:20]=[CH:21][C:22]=1[F:23]. The yield is 0.990. The reactants are Cl[C:2]1[C:11]2[C:6](=[CH:7][N:8]=[C:9]([F:12])[CH:10]=2)[N:5]=[CH:4][C:3]=1[C:13]#[N:14].[Cl:15][C:16]1[CH:17]=[C:18]([CH:20]=[CH:21][C:22]=1[F:23])[NH2:19]. The catalyst is COCCOC. (7) The reactants are C([CH:3]([C:7](Cl)=[O:8])[C:4](Cl)=[O:5])C.[CH3:10][O:11][C:12]([C:14]1[S:15][CH:16]=[CH:17][C:18]=1[NH2:19])=[O:13].N1[CH:25]=[CH:24]C=CC=1.C([OH:28])C. The catalyst is C1(C)C=CC=CC=1. The product is [CH3:10][O:11][C:12]([C:14]1[S:15][CH:16]=[CH:17][C:18]=1[NH:19][C:7](=[O:8])[CH2:3][C:4]([O:5][CH2:24][CH3:25])=[O:28])=[O:13]. The yield is 0.630. (8) The reactants are [N:1]1S[N:3]=[C:4]2[CH:9]=[C:8]([CH2:10][C:11]([N:13]([CH3:15])[CH3:14])=[O:12])[CH:7]=[CH:6][C:5]=12. The catalyst is [Ni].CO. The product is [NH2:3][C:4]1[CH:9]=[C:8]([CH2:10][C:11]([N:13]([CH3:14])[CH3:15])=[O:12])[CH:7]=[CH:6][C:5]=1[NH2:1]. The yield is 0.760. (9) The reactants are [CH3:1][C@H:2]1[CH2:7][N:6]2[C:8]([C:11]3[CH:16]=[N:15][CH:14]=[CH:13][N:12]=3)=[N:9][N:10]=[C:5]2[C:4](=[O:17])[NH:3]1.C(=O)([O-])[O-].[Cs+].[Cs+].[Cl:24][C:25]1[CH:32]=[C:31]([F:33])[CH:30]=[CH:29][C:26]=1[CH2:27]Br. The catalyst is CN(C=O)C.O. The product is [Cl:24][C:25]1[CH:32]=[C:31]([F:33])[CH:30]=[CH:29][C:26]=1[CH2:27][N:3]1[C@@H:2]([CH3:1])[CH2:7][N:6]2[C:8]([C:11]3[CH:16]=[N:15][CH:14]=[CH:13][N:12]=3)=[N:9][N:10]=[C:5]2[C:4]1=[O:17]. The yield is 0.650.